Predict which catalyst facilitates the given reaction. From a dataset of Catalyst prediction with 721,799 reactions and 888 catalyst types from USPTO. Reactant: [CH3:1][O:2][C:3]1[CH:8]=[CH:7][C:6]([C:9]2[N:14]=[C:13]([C:15]3[CH:20]=[CH:19][C:18]([NH2:21])=[CH:17][CH:16]=3)[CH:12]=[CH:11][N:10]=2)=[CH:5][CH:4]=1.C[Si](C)(C)[N-][Si](C)(C)C.[K+].[CH3:32][O:33][CH:34]1[CH:39]([O:40][CH3:41])[CH:38]([O:42][CH3:43])[CH:37]([CH3:44])[O:36][CH:35]1[O:45][C:46](=O)[O:47]C1C=CC([N+]([O-])=O)=CC=1.C(=O)(O)[O-].[Na+]. Product: [CH3:32][O:33][C@@H:34]1[C@H:39]([O:40][CH3:41])[C@@H:38]([O:42][CH3:43])[C@H:37]([CH3:44])[O:36][C@H:35]1[O:45][C:46](=[O:47])[NH:21][C:18]1[CH:19]=[CH:20][C:15]([C:13]2[CH:12]=[CH:11][N:10]=[C:9]([C:6]3[CH:5]=[CH:4][C:3]([O:2][CH3:1])=[CH:8][CH:7]=3)[N:14]=2)=[CH:16][CH:17]=1. The catalyst class is: 182.